Dataset: Catalyst prediction with 721,799 reactions and 888 catalyst types from USPTO. Task: Predict which catalyst facilitates the given reaction. (1) Reactant: C[O:2][C:3]1[N:4]=[CH:5][CH:6]=[C:7]2[C:11]([C:12]3[CH:17]=[CH:16][CH:15]=[CH:14][CH:13]=3)=[N:10][N:9]([C:18]3[CH:22]=[CH:21][S:20][CH:19]=3)[C:8]=12.[I-].[Na+].Cl[Si](C)(C)C. Product: [C:12]1([C:11]2[C:7]3[CH:6]=[CH:5][NH:4][C:3](=[O:2])[C:8]=3[N:9]([C:18]3[CH:22]=[CH:21][S:20][CH:19]=3)[N:10]=2)[CH:13]=[CH:14][CH:15]=[CH:16][CH:17]=1. The catalyst class is: 10. (2) Reactant: C([O:4][C@H:5]1[CH2:10][CH2:9][C@@:8]([C@H:12]2[CH2:20][CH2:19][C@@:18]3([CH3:21])[C@@H:14]([CH2:15][CH2:16][C:17]3=[CH2:22])[C@@H:13]2[CH2:23][NH2:24])([CH3:11])[C@@H:7]([CH2:25][OH:26])[CH2:6]1)(=O)C.[CH:27]1([C:30](Cl)=[O:31])[CH2:29][CH2:28]1.[OH-].[Na+]. Product: [OH:4][C@H:5]1[CH2:10][CH2:9][C@@:8]([C@H:12]2[CH2:20][CH2:19][C@@:18]3([CH3:21])[C@@H:14]([CH2:15][CH2:16][C:17]3=[CH2:22])[C@@H:13]2[CH2:23][NH:24][C:30]([CH:27]2[CH2:29][CH2:28]2)=[O:31])([CH3:11])[C@@H:7]([CH2:25][OH:26])[CH2:6]1. The catalyst class is: 17. (3) Reactant: [O:1]1[CH2:5][CH2:4][O:3][CH:2]1[C:6]([CH3:20])([CH3:19])[CH2:7][C:8]1[CH:13]=[C:12]([F:14])[CH:11]=[CH:10][C:9]=1[S:15](Cl)(=[O:17])=[O:16].[NH2:21][C:22]1[C:31]([C:32]([O:34][CH3:35])=[O:33])=[C:30]2[C:25]([C@H:26]3[CH2:36][C@H:27]3[CH2:28][O:29]2)=[CH:24][CH:23]=1. Product: [O:1]1[CH2:5][CH2:4][O:3][CH:2]1[C:6]([CH3:20])([CH3:19])[CH2:7][C:8]1[CH:13]=[C:12]([F:14])[CH:11]=[CH:10][C:9]=1[S:15]([NH:21][C:22]1[C:31]([C:32]([O:34][CH3:35])=[O:33])=[C:30]2[C:25]([C@H:26]3[CH2:36][C@H:27]3[CH2:28][O:29]2)=[CH:24][CH:23]=1)(=[O:17])=[O:16]. The catalyst class is: 298. (4) Reactant: [NH2:1][C:2]1[CH:11]=[C:10]2[C:5]([CH2:6][CH2:7][NH:8][C:9]2=[O:12])=[CH:4][CH:3]=1.[N:13]([O-])=O.[Na+].O.O.Cl[Sn]Cl. Product: [NH:1]([C:2]1[CH:11]=[C:10]2[C:5]([CH2:6][CH2:7][NH:8][C:9]2=[O:12])=[CH:4][CH:3]=1)[NH2:13]. The catalyst class is: 126. (5) Reactant: [NH:1]1[CH2:8][CH2:7][CH2:6][CH:2]1[C:3]([OH:5])=[O:4].S(Cl)(Cl)=O.[CH2:13](N(CC)CC)C.[C:20](O[C:20]([O:22][C:23]([CH3:26])([CH3:25])[CH3:24])=[O:21])([O:22][C:23]([CH3:26])([CH3:25])[CH3:24])=[O:21]. Product: [N:1]1([C:20]([O:22][C:23]([CH3:26])([CH3:25])[CH3:24])=[O:21])[CH2:8][CH2:7][CH2:6][CH:2]1[C:3]([O:5][CH3:13])=[O:4]. The catalyst class is: 5. (6) Reactant: [CH3:1][O:2][C:3]1[CH:8]=[CH:7][N:6]=[C:5]([NH2:9])[C:4]=1[C:10]1[CH:15]=[CH:14][C:13]([O:16][C:17]2[CH:22]=[CH:21][CH:20]=[CH:19][CH:18]=2)=[CH:12][CH:11]=1.[H-].[Na+].Cl[CH2:26][CH2:27][S:28](Cl)(=[O:30])=[O:29].O. Product: [CH3:1][O:2][C:3]1[CH:8]=[CH:7][N:6]2[C:5](=[N:9][S:28](=[O:30])(=[O:29])[CH2:27][CH2:26]2)[C:4]=1[C:10]1[CH:15]=[CH:14][C:13]([O:16][C:17]2[CH:18]=[CH:19][CH:20]=[CH:21][CH:22]=2)=[CH:12][CH:11]=1. The catalyst class is: 134. (7) Reactant: CC(C)([O-])C.[Na+].[C:7]([O:13][CH3:14])(=[O:12])[C:8]([O:10]C)=O.[C:15]([C:18]1[C:19](=[O:39])[N:20]([CH2:32][C:33]2[CH:38]=[CH:37][CH:36]=[CH:35][CH:34]=2)[C:21](=[O:31])[N:22]([CH2:24][C:25]2[CH:30]=[CH:29][CH:28]=[CH:27][CH:26]=2)[CH:23]=1)(=[O:17])[CH3:16]. Product: [CH2:24]([N:22]1[CH:23]=[C:18]([C:15](=[O:17])[CH:16]=[C:8]([OH:10])[C:7]([O:13][CH3:14])=[O:12])[C:19](=[O:39])[N:20]([CH2:32][C:33]2[CH:38]=[CH:37][CH:36]=[CH:35][CH:34]=2)[C:21]1=[O:31])[C:25]1[CH:26]=[CH:27][CH:28]=[CH:29][CH:30]=1. The catalyst class is: 1. (8) Reactant: [C@@H:1]1([O:12][C:13]2[CH:18]=[CH:17][C:16](N)=[CH:15][CH:14]=2)[O:9][C@H:8]([CH2:10][OH:11])[C@@H:6]([OH:7])[C@H:4]([OH:5])[C@H:2]1[OH:3].[C:20](Cl)(=[O:32])[CH2:21][CH2:22][CH2:23][CH2:24][CH2:25][CH2:26][CH2:27][CH2:28][CH2:29][CH2:30][CH3:31].C([N:36](CC)CC)C. Product: [C@@H:1]1([O:12][C:13]2[CH:18]=[CH:17][CH:16]=[CH:15][C:14]=2[NH:36][C:20](=[O:32])[CH2:21][CH2:22][CH2:23][CH2:24][CH2:25][CH2:26][CH2:27][CH2:28][CH2:29][CH2:30][CH3:31])[O:9][C@H:8]([CH2:10][OH:11])[C@@H:6]([OH:7])[C@H:4]([OH:5])[C@H:2]1[OH:3]. The catalyst class is: 7. (9) Reactant: CC1C=CC(S(O[CH2:12][CH2:13][CH2:14][CH2:15][C:16]2[C:24]3[C:19](=[CH:20][CH:21]=[C:22]([F:25])[CH:23]=3)[NH:18][CH:17]=2)(=O)=O)=CC=1.[CH3:26][O:27][C:28]1[CH:33]=[C:32]([O:34][CH3:35])[N:31]=[C:30]([N:36]2[CH2:41][CH2:40][NH:39][CH2:38][CH2:37]2)[N:29]=1.C(=O)([O-])[O-].[K+].[K+].[I-].[K+]. Product: [CH3:26][O:27][C:28]1[CH:33]=[C:32]([O:34][CH3:35])[N:31]=[C:30]([N:36]2[CH2:37][CH2:38][N:39]([CH2:12][CH2:13][CH2:14][CH2:15][C:16]3[C:24]4[C:19](=[CH:20][CH:21]=[C:22]([F:25])[CH:23]=4)[NH:18][CH:17]=3)[CH2:40][CH2:41]2)[N:29]=1. The catalyst class is: 10.